This data is from Forward reaction prediction with 1.9M reactions from USPTO patents (1976-2016). The task is: Predict the product of the given reaction. Given the reactants [Br:1][C:2]1[CH:3]=[CH:4][CH:5]=[C:6]2[C:11]=1[N:10]=[C:9]([Cl:12])[N:8]=[C:7]2[OH:13].[H-].[Na+].[Br-].[Li+].Br[CH2:19][CH2:20][CH2:21][O:22][Si:23]([C:26]([CH3:29])([CH3:28])[CH3:27])([CH3:25])[CH3:24], predict the reaction product. The product is: [Br:1][C:2]1[CH:3]=[CH:4][CH:5]=[C:6]2[C:11]=1[N:10]=[C:9]([Cl:12])[N:8]([CH2:19][CH2:20][CH2:21][O:22][Si:23]([C:26]([CH3:27])([CH3:29])[CH3:28])([CH3:24])[CH3:25])[C:7]2=[O:13].